From a dataset of Forward reaction prediction with 1.9M reactions from USPTO patents (1976-2016). Predict the product of the given reaction. Given the reactants C(N(CC)CC)C.[S:8](Cl)(Cl)=[O:9].[Cl:12][C:13]1[C:14]([CH:20]([C:22]2[CH:27]=[CH:26][N:25]=[CH:24][CH:23]=2)O)=[N:15][C:16]([Cl:19])=[CH:17][CH:18]=1.[Cl:28][C:29]1[CH:34]=[CH:33][C:32](S)=[CH:31][CH:30]=1.C(=O)([O-])[O-:37].[K+].[K+].OO, predict the reaction product. The product is: [Cl:12][C:13]1[C:14]([CH:20]([S:8]([C:32]2[CH:33]=[CH:34][C:29]([Cl:28])=[CH:30][CH:31]=2)(=[O:9])=[O:37])[C:22]2[CH:27]=[CH:26][N:25]=[CH:24][CH:23]=2)=[N:15][C:16]([Cl:19])=[CH:17][CH:18]=1.